From a dataset of Forward reaction prediction with 1.9M reactions from USPTO patents (1976-2016). Predict the product of the given reaction. (1) Given the reactants [OH-].[Li+].[CH3:3][O:4][C:5]1[CH:10]=[CH:9][C:8]([C:11]2[CH:16]=[CH:15][C:14]([C:17]([NH:19][C:20]3([C:27]([O:29]C)=[O:28])[CH2:26][CH2:25][CH2:24][CH2:23][CH2:22][CH2:21]3)=[O:18])=[C:13]([NH:31][C:32]([NH:34][C:35]3[C:40]([CH3:41])=[CH:39][C:38]([CH3:42])=[CH:37][C:36]=3[CH3:43])=[O:33])[CH:12]=2)=[CH:7][CH:6]=1.CO.O, predict the reaction product. The product is: [CH3:3][O:4][C:5]1[CH:10]=[CH:9][C:8]([C:11]2[CH:16]=[CH:15][C:14]([C:17]([NH:19][C:20]3([C:27]([OH:29])=[O:28])[CH2:21][CH2:22][CH2:23][CH2:24][CH2:25][CH2:26]3)=[O:18])=[C:13]([NH:31][C:32]([NH:34][C:35]3[C:40]([CH3:41])=[CH:39][C:38]([CH3:42])=[CH:37][C:36]=3[CH3:43])=[O:33])[CH:12]=2)=[CH:7][CH:6]=1. (2) Given the reactants C(OC(=O)[C@H](OC1C=C(Cl)N=C(SCC2C=CC=C(F)C=2F)N=1)C)C.C([O:28][C:29](=[O:57])[C@H:30]([O:32][C:33]1[CH:38]=[C:37]([NH:39][S:40]([N:43]2[CH2:46][CH2:45][CH2:44]2)(=[O:42])=[O:41])[N:36]=[C:35]([S:47][CH2:48][C:49]2[CH:54]=[CH:53][CH:52]=[C:51]([F:55])[C:50]=2[F:56])[N:34]=1)[CH3:31])C.[OH-].[Na+].Cl, predict the reaction product. The product is: [N:43]1([S:40]([NH:39][C:37]2[N:36]=[C:35]([S:47][CH2:48][C:49]3[CH:54]=[CH:53][CH:52]=[C:51]([F:55])[C:50]=3[F:56])[N:34]=[C:33]([O:32][C@H:30]([CH3:31])[C:29]([OH:57])=[O:28])[CH:38]=2)(=[O:42])=[O:41])[CH2:46][CH2:45][CH2:44]1. (3) Given the reactants Br[C:2]1[CH:7]=[CH:6][C:5]([CH3:8])=[CH:4][C:3]=1[CH3:9].[B:10]1([B:10]2[O:14][C:13]([CH3:16])([CH3:15])[C:12]([CH3:18])([CH3:17])[O:11]2)[O:14][C:13]([CH3:16])([CH3:15])[C:12]([CH3:18])([CH3:17])[O:11]1.CC([O-])=O.[K+].O, predict the reaction product. The product is: [CH3:9][C:3]1[CH:4]=[C:5]([CH3:8])[CH:6]=[CH:7][C:2]=1[B:10]1[O:14][C:13]([CH3:16])([CH3:15])[C:12]([CH3:18])([CH3:17])[O:11]1. (4) Given the reactants [C:1]([O:5][C:6]([N:8]1[CH2:16][C:15]2[C:10](=[CH:11][CH:12]=[C:13](I)[CH:14]=2)[CH2:9]1)=[O:7])([CH3:4])([CH3:3])[CH3:2].[O:18]1[CH2:23][CH2:22][CH:21]([OH:24])[CH2:20][CH2:19]1, predict the reaction product. The product is: [C:1]([O:5][C:6]([N:8]1[CH2:16][C:15]2[C:10](=[CH:11][CH:12]=[C:13]([O:24][CH:21]3[CH2:22][CH2:23][O:18][CH2:19][CH2:20]3)[CH:14]=2)[CH2:9]1)=[O:7])([CH3:4])([CH3:3])[CH3:2]. (5) Given the reactants Br[C:2]1[CH:19]=[CH:18][CH:17]=[CH:16][C:3]=1[O:4][CH2:5][CH2:6][N:7]1[CH2:15][C:14]2[C:9](=[CH:10][CH:11]=[CH:12][CH:13]=2)[CH2:8]1.[NH2:20][C:21]([NH:23][C:24]1[CH:28]=[C:27](Br)[S:26][C:25]=1[C:30]([NH2:32])=[O:31])=[O:22], predict the reaction product. The product is: [NH2:20][C:21]([NH:23][C:24]1[CH:28]=[C:27]([C:2]2[CH:19]=[CH:18][CH:17]=[CH:16][C:3]=2[O:4][CH2:5][CH2:6][N:7]2[CH2:15][C:14]3[C:9](=[CH:10][CH:11]=[CH:12][CH:13]=3)[CH2:8]2)[S:26][C:25]=1[C:30]([NH2:32])=[O:31])=[O:22]. (6) Given the reactants [Cl:1][C:2]1[CH:11]=[C:10]([CH3:12])[C:9]2[C:4](=[CH:5][C:6]([OH:13])=[CH:7][CH:8]=2)[N:3]=1.[Br:14][C:15]1[CH:24]=[C:23]([CH3:25])[C:22]2[C:17](=[CH:18][C:19]([OH:26])=[CH:20][CH:21]=2)[N:16]=1.Br[CH:28]([CH3:30])[CH3:29].C([O-])([O-])=O.[Cs+].[Cs+], predict the reaction product. The product is: [Cl:1][C:2]1[CH:11]=[C:10]([CH3:12])[C:9]2[C:4](=[CH:5][C:6]([O:13][CH:17]([CH3:22])[CH3:18])=[CH:7][CH:8]=2)[N:3]=1.[Br:14][C:15]1[CH:24]=[C:23]([CH3:25])[C:22]2[C:17](=[CH:18][C:19]([O:26][CH:28]([CH3:30])[CH3:29])=[CH:20][CH:21]=2)[N:16]=1.